Dataset: Forward reaction prediction with 1.9M reactions from USPTO patents (1976-2016). Task: Predict the product of the given reaction. (1) Given the reactants [CH3:1][S:2](Cl)(=[O:4])=[O:3].[OH:6][CH:7]1[C:16]2[CH2:15][S:14][N:13]=[C:12]([N:17]([C:25]([O:27][C:28]([CH3:31])([CH3:30])[CH3:29])=[O:26])[C:18]([O:20][C:21]([CH3:24])([CH3:23])[CH3:22])=[O:19])[C:11]3=[N:32][N:33]([CH2:35][C:36]4[C:41]([CH3:42])=[C:40]([O:43][CH3:44])[C:39]([CH3:45])=[CH:38][N:37]=4)[N:34]=[C:9]([C:10]=23)[CH2:8]1.ClCCl, predict the reaction product. The product is: [CH3:1][S:2]([O:6][CH:7]1[C:16]2[CH2:15][S:14][N:13]=[C:12]([N:17]([C:18]([O:20][C:21]([CH3:24])([CH3:23])[CH3:22])=[O:19])[C:25]([O:27][C:28]([CH3:31])([CH3:30])[CH3:29])=[O:26])[C:11]3=[N:32][N:33]([CH2:35][C:36]4[C:41]([CH3:42])=[C:40]([O:43][CH3:44])[C:39]([CH3:45])=[CH:38][N:37]=4)[N:34]=[C:9]([C:10]=23)[CH2:8]1)(=[O:4])=[O:3]. (2) The product is: [Cl:31][C:32]1[CH:37]=[C:36]([C:38]2([C:40]([F:43])([F:42])[F:41])[O:1][N:2]=[C:3]([C:4]3[N:9]=[C:8]4[CH2:10][O:11][C:12]5([CH2:15][N:14]([C:16]([O:18][C:19]([CH3:22])([CH3:21])[CH3:20])=[O:17])[CH2:13]5)[C:7]4=[CH:6][CH:5]=3)[CH2:39]2)[CH:35]=[C:34]([Cl:44])[C:33]=1[F:45]. Given the reactants [OH:1][N:2]=[CH:3][C:4]1[N:9]=[C:8]2[CH2:10][O:11][C:12]3([CH2:15][N:14]([C:16]([O:18][C:19]([CH3:22])([CH3:21])[CH3:20])=[O:17])[CH2:13]3)[C:7]2=[CH:6][CH:5]=1.C1C(=O)N(Cl)C(=O)C1.[Cl:31][C:32]1[CH:37]=[C:36]([C:38]([C:40]([F:43])([F:42])[F:41])=[CH2:39])[CH:35]=[C:34]([Cl:44])[C:33]=1[F:45], predict the reaction product.